From a dataset of NCI-60 drug combinations with 297,098 pairs across 59 cell lines. Regression. Given two drug SMILES strings and cell line genomic features, predict the synergy score measuring deviation from expected non-interaction effect. (1) Drug 1: C1CC(=O)NC(=O)C1N2CC3=C(C2=O)C=CC=C3N. Drug 2: CC1C(C(CC(O1)OC2CC(CC3=C2C(=C4C(=C3O)C(=O)C5=CC=CC=C5C4=O)O)(C(=O)C)O)N)O. Cell line: SF-268. Synergy scores: CSS=32.3, Synergy_ZIP=-1.37, Synergy_Bliss=-3.53, Synergy_Loewe=-13.8, Synergy_HSA=-2.91. (2) Drug 2: C1=NC2=C(N=C(N=C2N1C3C(C(C(O3)CO)O)O)F)N. Synergy scores: CSS=26.8, Synergy_ZIP=0.253, Synergy_Bliss=-3.66, Synergy_Loewe=-17.5, Synergy_HSA=-3.20. Cell line: SW-620. Drug 1: CC1OCC2C(O1)C(C(C(O2)OC3C4COC(=O)C4C(C5=CC6=C(C=C35)OCO6)C7=CC(=C(C(=C7)OC)O)OC)O)O.